This data is from Full USPTO retrosynthesis dataset with 1.9M reactions from patents (1976-2016). The task is: Predict the reactants needed to synthesize the given product. (1) Given the product [ClH:23].[CH3:30][C:24]1[C:25]([CH3:29])=[CH:26][C:27]([CH3:28])=[C:20]([CH3:19])[C:21]=1[CH2:22][S:18][C:9]1[NH:8][C@H:7]([C:1]2[CH:2]=[CH:3][CH:4]=[CH:5][CH:6]=2)[C@H:11]([C:12]2[CH:13]=[CH:14][CH:15]=[CH:16][CH:17]=2)[N:10]=1, predict the reactants needed to synthesize it. The reactants are: [C:1]1([C@H:7]2[C@@H:11]([C:12]3[CH:17]=[CH:16][CH:15]=[CH:14][CH:13]=3)[NH:10][C:9](=[S:18])[NH:8]2)[CH:6]=[CH:5][CH:4]=[CH:3][CH:2]=1.[CH3:19][C:20]1[C:27]([CH3:28])=[CH:26][C:25]([CH3:29])=[C:24]([CH3:30])[C:21]=1[CH2:22][Cl:23]. (2) Given the product [Si:52]([O:18][C@@H:10]1[C:9]2[C:14](=[CH:15][C:6]([CH:1]3[CH2:2][CH2:3][CH2:4][CH2:5]3)=[C:7]([C:26]([C:28]3[CH:33]=[CH:32][C:31]([C:34]([F:36])([F:37])[F:35])=[CH:30][CH:29]=3)=[O:27])[C:8]=2[C:19]2[CH:24]=[CH:23][C:22]([F:25])=[CH:21][CH:20]=2)[O:13][C:12]([CH3:16])([CH3:17])[CH2:11]1)([C:55]([CH3:58])([CH3:57])[CH3:56])([CH3:54])[CH3:53], predict the reactants needed to synthesize it. The reactants are: [CH:1]1([C:6]2[CH:15]=[C:14]3[C:9]([C@@H:10]([OH:18])[CH2:11][C:12]([CH3:17])([CH3:16])[O:13]3)=[C:8]([C:19]3[CH:24]=[CH:23][C:22]([F:25])=[CH:21][CH:20]=3)[C:7]=2[C:26]([C:28]2[CH:33]=[CH:32][C:31]([C:34]([F:37])([F:36])[F:35])=[CH:30][CH:29]=2)=[O:27])[CH2:5][CH2:4][CH2:3][CH2:2]1.CC1C=CC=C(C)N=1.FC(F)(F)S(O[Si:52]([C:55]([CH3:58])([CH3:57])[CH3:56])([CH3:54])[CH3:53])(=O)=O.Cl.